This data is from Peptide-MHC class II binding affinity with 134,281 pairs from IEDB. The task is: Regression. Given a peptide amino acid sequence and an MHC pseudo amino acid sequence, predict their binding affinity value. This is MHC class II binding data. (1) The peptide sequence is YDFNKLTALAVSQLT. The MHC is DRB1_0301 with pseudo-sequence DRB1_0301. The binding affinity (normalized) is 0.298. (2) The peptide sequence is AFKFAATAANAAPAN. The MHC is HLA-DPA10103-DPB10301 with pseudo-sequence HLA-DPA10103-DPB10301. The binding affinity (normalized) is 0.608. (3) The peptide sequence is SATTANPSCPEGT. The MHC is DRB5_0101 with pseudo-sequence DRB5_0101. The binding affinity (normalized) is 0. (4) The binding affinity (normalized) is 0.597. The MHC is HLA-DQA10401-DQB10402 with pseudo-sequence HLA-DQA10401-DQB10402. The peptide sequence is INENTAAAIAYGLDR. (5) The peptide sequence is VNKMLAVLDTNILWV. The MHC is DRB5_0101 with pseudo-sequence DRB5_0101. The binding affinity (normalized) is 0.304. (6) The peptide sequence is LRAEQASQEVKNWMTETL. The MHC is HLA-DQA10401-DQB10402 with pseudo-sequence HLA-DQA10401-DQB10402. The binding affinity (normalized) is 0.130. (7) The peptide sequence is TIGTSVEESEMFMPR. The MHC is HLA-DQA10102-DQB10501 with pseudo-sequence HLA-DQA10102-DQB10501. The binding affinity (normalized) is 0.353. (8) The peptide sequence is DTLRSYYADWYQQKPG. The MHC is HLA-DPA10201-DPB11401 with pseudo-sequence HLA-DPA10201-DPB11401. The binding affinity (normalized) is 0.